This data is from Forward reaction prediction with 1.9M reactions from USPTO patents (1976-2016). The task is: Predict the product of the given reaction. (1) Given the reactants C(O)(C(F)(F)F)=O.[Br:8][C:9]1[CH:10]=[C:11]([N:15]2[C:19]3[N:20]=[CH:21][N:22]([CH2:25][C:26]4([OH:32])[CH2:31][CH2:30][NH:29][CH2:28][CH2:27]4)[C:23](=[O:24])[C:18]=3[CH:17]=[N:16]2)[CH:12]=[CH:13][CH:14]=1.CCN(C(C)C)C(C)C.[CH3:42][N:43]([CH3:47])[C:44](Cl)=[O:45], predict the reaction product. The product is: [Br:8][C:9]1[CH:10]=[C:11]([N:15]2[C:19]3[N:20]=[CH:21][N:22]([CH2:25][C:26]4([OH:32])[CH2:31][CH2:30][N:29]([C:44]([N:43]([CH3:47])[CH3:42])=[O:45])[CH2:28][CH2:27]4)[C:23](=[O:24])[C:18]=3[CH:17]=[N:16]2)[CH:12]=[CH:13][CH:14]=1. (2) Given the reactants [OH:1][O:2][S:3]([O-:5])=O.[K+].[Cl:7][C:8]1[CH:9]=[C:10]2[C:14](=[CH:15][CH:16]=1)[NH:13][C:12]([C:17]([NH:19][CH:20]1[CH2:29][C:28]3[C:23](=[CH:24][CH:25]=[CH:26][CH:27]=3)[N:22]([CH2:30][CH2:31][S:32][CH3:33])[C:21]1=[O:34])=[O:18])=[CH:11]2.[CH3:35]O, predict the reaction product. The product is: [Cl:7][C:8]1[CH:9]=[C:10]2[C:14](=[CH:15][CH:16]=1)[NH:13][C:12]([C:17]([NH:19][CH:20]1[CH2:29][C:28]3[C:23](=[CH:24][CH:25]=[CH:26][CH:27]=3)[N:22]([CH2:30][CH2:31][S:32]([CH3:33])=[O:1])[C:21]1=[O:34])=[O:18])=[CH:11]2.[Cl:7][C:8]1[CH:9]=[C:10]2[C:14](=[CH:15][CH:16]=1)[NH:13][C:12]([C:17]([NH:19][CH:20]1[CH2:29][C:28]3[C:23](=[CH:24][CH:25]=[CH:26][CH:27]=3)[N:22]([CH2:30][CH2:31][S:3]([CH3:35])(=[O:5])=[O:2])[C:21]1=[O:34])=[O:18])=[CH:11]2. (3) The product is: [CH3:27][O:26][C:4]1[C:3](=[O:28])[C:2]([CH3:1])=[C:7](/[CH:8]=[C:9](\[CH2:13][CH2:14][CH2:15][CH2:16][CH2:17][CH2:18][CH2:19][CH2:20][CH3:21])/[C:10]([OH:12])=[O:11])[C:6](=[O:22])[C:5]=1[O:24][CH3:25]. Given the reactants [CH3:1][C:2]1[C:7](/[CH:8]=[C:9](\[CH2:13][CH2:14][CH2:15][CH2:16][CH2:17][CH2:18][CH2:19][CH2:20][CH3:21])/[C:10]([OH:12])=[O:11])=[C:6]([O:22]C)[C:5]([O:24][CH3:25])=[C:4]([O:26][CH3:27])[C:3]=1[O:28]C, predict the reaction product. (4) Given the reactants [CH3:1][O:2][C:3]1[CH:8]=[CH:7][CH:6]=[CH:5][C:4]=1[N:9]1[CH2:14][CH2:13][N:12]([C:15]2[S:16][C:17]([CH2:26][C:27]([O:29]C)=[O:28])=[C:18]([C:20]3[CH:25]=[CH:24][CH:23]=[CH:22][CH:21]=3)[N:19]=2)[CH2:11][CH2:10]1.[OH-].[Na+], predict the reaction product. The product is: [CH3:1][O:2][C:3]1[CH:8]=[CH:7][CH:6]=[CH:5][C:4]=1[N:9]1[CH2:10][CH2:11][N:12]([C:15]2[S:16][C:17]([CH2:26][C:27]([OH:29])=[O:28])=[C:18]([C:20]3[CH:21]=[CH:22][CH:23]=[CH:24][CH:25]=3)[N:19]=2)[CH2:13][CH2:14]1. (5) Given the reactants Br[C:2]1[CH:3]=[C:4]([CH:32]=[CH:33][CH:34]=1)[O:5][C:6]1[CH:7]=[C:8]([S:23][C:24]2[CH:29]=[CH:28][CH:27]=[C:26]([O:30][CH3:31])[CH:25]=2)[C:9]([NH:12][C:13]2[S:17][N:16]=[C:15]([CH:18]3[CH2:22][CH2:21][CH2:20][O:19]3)[N:14]=2)=[N:10][CH:11]=1.C[Li].C([Li])CCC.[CH:42](=[O:44])[CH3:43].[NH4+].[Cl-], predict the reaction product. The product is: [CH3:31][O:30][C:26]1[CH:25]=[C:24]([S:23][C:8]2[CH:7]=[C:6]([O:5][C:4]3[CH:3]=[C:2]([CH:42]([OH:44])[CH3:43])[CH:34]=[CH:33][CH:32]=3)[CH:11]=[N:10][C:9]=2[NH:12][C:13]2[S:17][N:16]=[C:15]([CH:18]3[CH2:22][CH2:21][CH2:20][O:19]3)[N:14]=2)[CH:29]=[CH:28][CH:27]=1. (6) Given the reactants Br[C:2]1[CH:3]=[CH:4][C:5]2[S:9](=[O:11])(=[O:10])[N:8]([CH:12]3[CH2:17][CH2:16][N:15]([C:18]([O:20][C:21]([CH3:24])([CH3:23])[CH3:22])=[O:19])[CH2:14][CH2:13]3)[CH2:7][C:6]=2[CH:25]=1.[F:26][C:27]1[CH:35]=[C:34]2[C:30]([C:31](B3OC(C)(C)C(C)(C)O3)=[CH:32][N:33]2[C:36]([O:38][C:39]([CH3:42])([CH3:41])[CH3:40])=[O:37])=[CH:29][CH:28]=1.[O-]P([O-])([O-])=O.[K+].[K+].[K+].N#N, predict the reaction product. The product is: [C:21]([O:20][C:18]([N:15]1[CH2:16][CH2:17][CH:12]([N:8]2[CH2:7][C:6]3[CH:25]=[C:2]([C:31]4[C:30]5[C:34](=[CH:35][C:27]([F:26])=[CH:28][CH:29]=5)[N:33]([C:36]([O:38][C:39]([CH3:42])([CH3:41])[CH3:40])=[O:37])[CH:32]=4)[CH:3]=[CH:4][C:5]=3[S:9]2(=[O:11])=[O:10])[CH2:13][CH2:14]1)=[O:19])([CH3:24])([CH3:23])[CH3:22]. (7) Given the reactants [CH2:1]([N:3]([CH2:13][CH3:14])[C:4]1[CH:11]=[CH:10][C:7]([CH:8]=[O:9])=[C:6]([OH:12])[CH:5]=1)[CH3:2].N1C=CC=CC=1.[C:21](Cl)(=[O:28])[C:22]1[CH:27]=[CH:26][CH:25]=[CH:24][CH:23]=1, predict the reaction product. The product is: [C:21]([O:12][C:6]1[CH:5]=[C:4]([N:3]([CH2:1][CH3:2])[CH2:13][CH3:14])[CH:11]=[CH:10][C:7]=1[CH:8]=[O:9])(=[O:28])[C:22]1[CH:27]=[CH:26][CH:25]=[CH:24][CH:23]=1. (8) Given the reactants [O:1]=[C:2]1[N:6]([C:7]2[CH:8]=[CH:9][C:10]3[C:16](=[O:17])[CH2:15][CH2:14][CH2:13][CH2:12][C:11]=3[CH:18]=2)[CH2:5][C@H:4]([CH2:19][NH:20][C:21](=[O:23])[CH3:22])[O:3]1.[CH2:24]([N:26]([CH2:29][CH2:30][O:31][C:32]1[CH:39]=[CH:38][C:35]([CH:36]=O)=[CH:34][CH:33]=1)[CH2:27][CH3:28])[CH3:25].N1CCCCC1, predict the reaction product. The product is: [CH2:27]([N:26]([CH2:24][CH3:25])[CH2:29][CH2:30][O:31][C:32]1[CH:33]=[CH:34][C:35]([CH:36]=[C:15]2[CH2:14][CH2:13][CH2:12][C:11]3[CH:18]=[C:7]([N:6]4[CH2:5][C@H:4]([CH2:19][NH:20][C:21](=[O:23])[CH3:22])[O:3][C:2]4=[O:1])[CH:8]=[CH:9][C:10]=3[C:16]2=[O:17])=[CH:38][CH:39]=1)[CH3:28]. (9) Given the reactants [C:1]1(B(O)O)[CH:6]=[CH:5][CH:4]=[CH:3][CH:2]=1.F[B-](F)(F)F.[CH:34]1(P([CH:34]2[CH2:39][CH2:38][CH2:37][CH2:36][CH2:35]2)C2C(OC)=CC(OC)=CC=2OC)[CH2:39][CH2:38][CH2:37][CH2:36][CH2:35]1.[C:40](=[O:43])([O-])[O-:41].[K+].[K+], predict the reaction product. The product is: [CH2:2]([C:1]1[C:40](=[O:43])[O:41][C@H:5]([C:34]2[CH:35]=[CH:36][CH:37]=[CH:38][CH:39]=2)[C:6]=1[C:1]1[CH:6]=[CH:5][CH:4]=[CH:3][CH:2]=1)[CH2:3][CH3:4]. (10) Given the reactants [Cl:1][C:2]1[C:11]2[C:6](=[CH:7][CH:8]=[C:9]([CH3:12])[CH:10]=2)[N:5]=[CH:4][N:3]=1.C1C(=O)N([Br:20])C(=O)C1.C(OOC(=O)C1C=CC=CC=1)(=O)C1C=CC=CC=1, predict the reaction product. The product is: [Br:20][CH2:12][C:9]1[CH:10]=[C:11]2[C:6](=[CH:7][CH:8]=1)[N:5]=[CH:4][N:3]=[C:2]2[Cl:1].